Predict the product of the given reaction. From a dataset of Forward reaction prediction with 1.9M reactions from USPTO patents (1976-2016). (1) Given the reactants [O:1]1CCO[CH:2]1[C:6]1[CH:11]=[CH:10][C:9]([C:12]2[N:16]3[N:17]=[C:18]([C:26]4[CH:31]=[CH:30][N:29]=[CH:28][CH:27]=4)[CH:19]=[C:20]([NH:21][CH2:22][CH:23]([CH3:25])[CH3:24])[C:15]3=[N:14][CH:13]=2)=[CH:8][CH:7]=1.Cl.C(=O)([O-])O, predict the reaction product. The product is: [CH2:22]([NH:21][C:20]1[C:15]2[N:16]([C:12]([C:9]3[CH:8]=[CH:7][C:6]([CH:2]=[O:1])=[CH:11][CH:10]=3)=[CH:13][N:14]=2)[N:17]=[C:18]([C:26]2[CH:27]=[CH:28][N:29]=[CH:30][CH:31]=2)[CH:19]=1)[CH:23]([CH3:25])[CH3:24]. (2) Given the reactants I[C:2]1[C:10]2[C:5](=[N:6][CH:7]=[N:8][C:9]=2[NH2:11])[NH:4][N:3]=1.[Cl:12][C:13]1[CH:18]=[CH:17][C:16](B(O)O)=[CH:15][C:14]=1[O:22][CH3:23].C(=O)([O-])[O-].[Na+].[Na+].ClCCl, predict the reaction product. The product is: [Cl:12][C:13]1[CH:18]=[CH:17][C:16]([C:2]2[C:10]3[C:5](=[N:6][CH:7]=[N:8][C:9]=3[NH2:11])[NH:4][N:3]=2)=[CH:15][C:14]=1[O:22][CH3:23]. (3) Given the reactants Br[C:2]1[C:7]([F:8])=[CH:6][C:5]([C:9]2[N:13]([C@H:14]3[CH2:18][CH2:17][O:16][CH2:15]3)[N:12]=[CH:11][C:10]=2[C:19]([O:21][CH2:22][CH3:23])=[O:20])=[C:4]([F:24])[CH:3]=1.[B:25]1([B:25]2[O:29][C:28]([CH3:31])([CH3:30])[C:27]([CH3:33])([CH3:32])[O:26]2)[O:29][C:28]([CH3:31])([CH3:30])[C:27]([CH3:33])([CH3:32])[O:26]1.C([O-])(=O)C.[K+], predict the reaction product. The product is: [F:24][C:4]1[CH:3]=[C:2]([B:25]2[O:29][C:28]([CH3:31])([CH3:30])[C:27]([CH3:33])([CH3:32])[O:26]2)[C:7]([F:8])=[CH:6][C:5]=1[C:9]1[N:13]([C@H:14]2[CH2:18][CH2:17][O:16][CH2:15]2)[N:12]=[CH:11][C:10]=1[C:19]([O:21][CH2:22][CH3:23])=[O:20].